The task is: Regression. Given a peptide amino acid sequence and an MHC pseudo amino acid sequence, predict their binding affinity value. This is MHC class I binding data.. This data is from Peptide-MHC class I binding affinity with 185,985 pairs from IEDB/IMGT. (1) The peptide sequence is ARPKRWLL. The MHC is H-2-Db with pseudo-sequence H-2-Db. The binding affinity (normalized) is 0. (2) The peptide sequence is VQKVNPAPK. The MHC is HLA-A26:01 with pseudo-sequence HLA-A26:01. The binding affinity (normalized) is 0.0847. (3) The peptide sequence is MAVTAAPYI. The MHC is HLA-A29:02 with pseudo-sequence HLA-A29:02. The binding affinity (normalized) is 0.0847. (4) The peptide sequence is YAEGDVVVF. The MHC is HLA-B48:01 with pseudo-sequence HLA-B48:01. The binding affinity (normalized) is 0.0847. (5) The peptide sequence is VPAPAGPIV. The MHC is HLA-A02:01 with pseudo-sequence HLA-A02:01. The binding affinity (normalized) is 0.0618. (6) The peptide sequence is EMKTDAATLA. The MHC is HLA-B08:01 with pseudo-sequence HLA-B08:01. The binding affinity (normalized) is 0.207.